Dataset: Retrosynthesis with 50K atom-mapped reactions and 10 reaction types from USPTO. Task: Predict the reactants needed to synthesize the given product. (1) Given the product CC#CCn1c(N2CCN(C(=O)OC(C)(C)C)CC2)nc2cn[nH]c(=O)c21, predict the reactants needed to synthesize it. The reactants are: CC#CCn1c(N2CCNCC2)nc2cn[nH]c(=O)c21.CC(C)(C)OC(=O)OC(=O)OC(C)(C)C. (2) Given the product CCC(=O)OCc1ccc(O)cc1, predict the reactants needed to synthesize it. The reactants are: CCC(=O)O.OCc1ccc(O)cc1. (3) Given the product OCCOCCc1ccccc1, predict the reactants needed to synthesize it. The reactants are: O=C(O)COCCc1ccccc1. (4) Given the product COC(=O)Cc1ccccc1C#Cc1nc(Nc2ccc(CNC(=O)OC(C)(C)C)cc2)ncc1C(F)(F)F, predict the reactants needed to synthesize it. The reactants are: C#Cc1ccccc1CC(=O)OC.CC(C)(C)OC(=O)NCc1ccc(Nc2ncc(C(F)(F)F)c(Cl)n2)cc1. (5) Given the product C=CCOC(=O)Nc1cc(C(C)=O)ccc1CC(=O)O, predict the reactants needed to synthesize it. The reactants are: C=CCOC(=O)Nc1cc(C(C)=O)ccc1CC(=O)OCC. (6) Given the product COc1ccc(Cl)cc1C(=O)N(C)C1CCN(Cc2ccccc2)CC1, predict the reactants needed to synthesize it. The reactants are: CNC1CCN(Cc2ccccc2)CC1.COc1ccc(Cl)cc1C(=O)O. (7) Given the product O=C1c2ccccc2C(=O)N1CCCCCCCCOc1ccc2ccccc2c1, predict the reactants needed to synthesize it. The reactants are: ClCCCCCCCCOc1ccc2ccccc2c1.O=C1NC(=O)c2ccccc21. (8) Given the product CCOC(=O)CCc1ccc(OC)cc1-c1c(C)noc1C, predict the reactants needed to synthesize it. The reactants are: CCOC(=O)CCc1ccc(OC)cc1Br.Cc1noc(C)c1B(O)O.